Dataset: Forward reaction prediction with 1.9M reactions from USPTO patents (1976-2016). Task: Predict the product of the given reaction. (1) Given the reactants [AlH4-].[Li+].[NH2:3][C:4]1([C:14](O)=[O:15])[CH2:13][CH2:12][C:7]2([O:11][CH2:10][CH2:9][O:8]2)[CH2:6][CH2:5]1, predict the reaction product. The product is: [NH2:3][C:4]1([CH2:14][OH:15])[CH2:13][CH2:12][C:7]2([O:8][CH2:9][CH2:10][O:11]2)[CH2:6][CH2:5]1. (2) Given the reactants Cl.Cl.[NH2:3][C:4]1[CH:36]=[CH:35][C:7]([O:8][C:9]2[CH:10]=[CH:11][C:12]3[N:16]=[C:15]([CH2:17][O:18][C:19]4[CH:32]=[CH:31][C:22]([CH2:23][CH:24]5[S:28][C:27](=[O:29])[NH:26][C:25]5=[O:30])=[CH:21][CH:20]=4)[N:14]([CH3:33])[C:13]=3[CH:34]=2)=[CH:6][CH:5]=1.[CH3:37][S:38](Cl)(=[O:40])=[O:39].C(N(CC)CC)C, predict the reaction product. The product is: [O:29]=[C:27]1[NH:26][C:25](=[O:30])[CH:24]([CH2:23][C:22]2[CH:31]=[CH:32][C:19]([O:18][CH2:17][C:15]3[N:14]([CH3:33])[C:13]4[CH:34]=[C:9]([O:8][C:7]5[CH:35]=[CH:36][C:4]([NH:3][S:38]([CH3:37])(=[O:40])=[O:39])=[CH:5][CH:6]=5)[CH:10]=[CH:11][C:12]=4[N:16]=3)=[CH:20][CH:21]=2)[S:28]1. (3) Given the reactants [O:1]=[C:2]1[N:6]([C:7]2[CH:23]=[CH:22][C:10]3[CH2:11][CH2:12][N:13](C(=O)C(F)(F)F)[CH2:14][CH2:15][C:9]=3[CH:8]=2)[CH2:5][C@H:4]([NH:24][C:25](=[O:34])[O:26][CH2:27][C:28]2[CH:33]=[CH:32][CH:31]=[CH:30][CH:29]=2)[CH2:3]1.C(=O)([O-])[O-].[K+].[K+], predict the reaction product. The product is: [O:1]=[C:2]1[N:6]([C:7]2[CH:23]=[CH:22][C:10]3[CH2:11][CH2:12][NH:13][CH2:14][CH2:15][C:9]=3[CH:8]=2)[CH2:5][C@H:4]([NH:24][C:25](=[O:34])[O:26][CH2:27][C:28]2[CH:29]=[CH:30][CH:31]=[CH:32][CH:33]=2)[CH2:3]1. (4) Given the reactants [O:1]1[C:5]2[CH:6]=[C:7]3[CH:12]=[C:11]([C:13]([O:15]CC)=[O:14])[O:10][C:8]3=[CH:9][C:4]=2[NH:3][C:2]1=[O:18].[OH-].[K+], predict the reaction product. The product is: [O:1]1[C:5]2[CH:6]=[C:7]3[CH:12]=[C:11]([C:13]([OH:15])=[O:14])[O:10][C:8]3=[CH:9][C:4]=2[NH:3][C:2]1=[O:18]. (5) Given the reactants [CH3:1][S:2][C:3]1[N:4]=[C:5](O)[C:6]2[CH2:12][CH2:11][N:10]([C:13]3[C:18]([C:19]([F:22])([F:21])[F:20])=[CH:17][CH:16]=[CH:15][N:14]=3)[CH2:9][CH2:8][C:7]=2[N:23]=1.O=P(Cl)(Cl)[Cl:27], predict the reaction product. The product is: [Cl:27][C:5]1[C:6]2[CH2:12][CH2:11][N:10]([C:13]3[C:18]([C:19]([F:22])([F:21])[F:20])=[CH:17][CH:16]=[CH:15][N:14]=3)[CH2:9][CH2:8][C:7]=2[N:23]=[C:3]([S:2][CH3:1])[N:4]=1. (6) Given the reactants [NH2:1][C:2]1[N:7]=[C:6]([NH:8][CH2:9][CH2:10][CH2:11][CH3:12])[C:5]([S:13][C:14]2[CH:19]=[CH:18][C:17](CC#N)=[CH:16][CH:15]=2)=[C:4]([CH3:23])[N:3]=1.[OH-:24].[K+].[CH3:26][CH2:27][OH:28], predict the reaction product. The product is: [NH2:1][C:2]1[N:7]=[C:6]([NH:8][CH2:9][CH2:10][CH2:11][CH3:12])[C:5]([S:13][C:14]2[CH:19]=[CH:18][C:17]([CH2:26][C:27]([OH:24])=[O:28])=[CH:16][CH:15]=2)=[C:4]([CH3:23])[N:3]=1. (7) Given the reactants [CH2:1]([O:8][C:9]([N:11]1[CH2:15][CH:14]([OH:16])[CH2:13][CH:12]1[CH2:17][C:18]1[C:26]2[C:21](=[CH:22][C:23]([F:27])=[CH:24][CH:25]=2)[NH:20][CH:19]=1)=[O:10])[C:2]1[CH:7]=[CH:6][CH:5]=[CH:4][CH:3]=1.[C:28](OC(=O)C)(=[O:30])[CH3:29], predict the reaction product. The product is: [CH2:1]([O:8][C:9]([N:11]1[CH2:15][CH:14]([O:16][C:28](=[O:30])[CH3:29])[CH2:13][CH:12]1[CH2:17][C:18]1[C:26]2[C:21](=[CH:22][C:23]([F:27])=[CH:24][CH:25]=2)[NH:20][CH:19]=1)=[O:10])[C:2]1[CH:7]=[CH:6][CH:5]=[CH:4][CH:3]=1.